This data is from Peptide-MHC class II binding affinity with 134,281 pairs from IEDB. The task is: Regression. Given a peptide amino acid sequence and an MHC pseudo amino acid sequence, predict their binding affinity value. This is MHC class II binding data. (1) The peptide sequence is EKKYFAATQFEWLAA. The MHC is HLA-DQA10401-DQB10402 with pseudo-sequence HLA-DQA10401-DQB10402. The binding affinity (normalized) is 0.428. (2) The peptide sequence is AEGGKATTEEQKLIE. The MHC is HLA-DQA10104-DQB10503 with pseudo-sequence HLA-DQA10104-DQB10503. The binding affinity (normalized) is 0.197. (3) The peptide sequence is NALSVLDKIYTSPLC. The MHC is DRB3_0101 with pseudo-sequence DRB3_0101. The binding affinity (normalized) is 0.477. (4) The MHC is DRB1_0701 with pseudo-sequence DRB1_0701. The peptide sequence is LEKEDFTRGKLMSSL. The binding affinity (normalized) is 0.367. (5) The peptide sequence is AHARSYQTLSTQAAA. The MHC is HLA-DPA10201-DPB10501 with pseudo-sequence HLA-DPA10201-DPB10501. The binding affinity (normalized) is 0.0576. (6) The peptide sequence is GATRERSLWIIFSKN. The MHC is HLA-DPA10201-DPB11401 with pseudo-sequence HLA-DPA10201-DPB11401. The binding affinity (normalized) is 0.211.